Task: Predict which catalyst facilitates the given reaction.. Dataset: Catalyst prediction with 721,799 reactions and 888 catalyst types from USPTO (1) Reactant: [Na+].[Cl:2][C:3]1[CH:4]=[CH:5][C:6]([O:27][CH2:28][CH3:29])=[C:7]([C:9]2[N:14]=[C:13]([NH:15][CH3:16])[N:12]=[C:11]([NH:17][C:18]3[CH:26]=[CH:25][C:21]([C:22]([O-])=[O:23])=[CH:20][CH:19]=3)[CH:10]=2)[CH:8]=1.[H-].[Al+3].[Li+].[H-].[H-].[H-].CO.Cl. Product: [Cl:2][C:3]1[CH:4]=[CH:5][C:6]([O:27][CH2:28][CH3:29])=[C:7]([C:9]2[N:14]=[C:13]([NH:15][CH3:16])[N:12]=[C:11]([NH:17][C:18]3[CH:26]=[CH:25][C:21]([CH2:22][OH:23])=[CH:20][CH:19]=3)[CH:10]=2)[CH:8]=1. The catalyst class is: 7. (2) Reactant: [CH3:1][O:2][C:3]1[CH:25]=[CH:24][C:6]2[C:7]([C:10]([C:12]3[CH:17]=[C:16]([O:18][CH3:19])[C:15]([O:20][CH3:21])=[C:14]([O:22][CH3:23])[CH:13]=3)=[O:11])=[CH:8][O:9][C:5]=2[C:4]=1[N+:26]([O-])=O.C([O-])=O.[NH4+].COCCOC. Product: [NH2:26][C:4]1[C:5]2[O:9][CH:8]=[C:7]([C:10]([C:12]3[CH:13]=[C:14]([O:22][CH3:23])[C:15]([O:20][CH3:21])=[C:16]([O:18][CH3:19])[CH:17]=3)=[O:11])[C:6]=2[CH:24]=[CH:25][C:3]=1[O:2][CH3:1]. The catalyst class is: 43. (3) Reactant: [CH3:1][O:2][C:3]1[CH:4]=[C:5]([CH2:13][CH2:14][C:15](Cl)=[O:16])[CH:6]=[CH:7][C:8]=1[O:9][CH2:10][C:11]#[CH:12].Cl.[CH2:19]1[C:27]2[C:22](=[CH:23][C:24]([CH2:28][NH2:29])=[CH:25][CH:26]=2)[CH2:21][CH2:20]1.C(N(CC)CC)C.O1CCCC1. Product: [CH2:19]1[C:27]2[C:22](=[CH:23][C:24]([CH2:28][NH:29][C:15](=[O:16])[CH2:14][CH2:13][C:5]3[CH:6]=[CH:7][C:8]([O:9][CH2:10][C:11]#[CH:12])=[C:3]([O:2][CH3:1])[CH:4]=3)=[CH:25][CH:26]=2)[CH2:21][CH2:20]1. The catalyst class is: 6. (4) Reactant: [C:1]([O:5][C:6]([N:8]1[C@@H:12]([CH3:13])[CH2:11][CH2:10][C@H:9]1[C:14]1[NH:15][C:16]([C:19]2[CH:24]=[C:23]3[CH2:25][O:26][C:27]4[CH:52]=[C:51]5[C:30]([CH2:31][CH2:32][C:33]6[N:37]=[C:36]([C@@H:38]7[CH2:42][CH2:41][C@H:40]([CH3:43])[N:39]7[C:44]([O:46][C:47]([CH3:50])([CH3:49])[CH3:48])=[O:45])[NH:35][C:34]=65)=[CH:29][C:28]=4[C:22]3=[CH:21][CH:20]=2)=[CH:17][N:18]=1)=[O:7])([CH3:4])([CH3:3])[CH3:2]. Product: [C:47]([O:46][C:44]([N:39]1[C@@H:40]([CH3:43])[CH2:41][CH2:42][C@H:38]1[C:36]1[NH:35][C:34]2[C:51]3[C:30]([CH:31]=[CH:32][C:33]=2[N:37]=1)=[CH:29][C:28]1[C:22]2[C:23]([CH2:25][O:26][C:27]=1[CH:52]=3)=[CH:24][C:19]([C:16]1[NH:15][C:14]([C@@H:9]3[CH2:10][CH2:11][C@H:12]([CH3:13])[N:8]3[C:6]([O:5][C:1]([CH3:3])([CH3:2])[CH3:4])=[O:7])=[N:18][CH:17]=1)=[CH:20][CH:21]=2)=[O:45])([CH3:50])([CH3:48])[CH3:49]. The catalyst class is: 177.